From a dataset of Peptide-MHC class II binding affinity with 134,281 pairs from IEDB. Regression. Given a peptide amino acid sequence and an MHC pseudo amino acid sequence, predict their binding affinity value. This is MHC class II binding data. (1) The peptide sequence is GVIYIMIISKKMMRK. The MHC is DRB1_0802 with pseudo-sequence DRB1_0802. The binding affinity (normalized) is 0.545. (2) The peptide sequence is AGCQTYKWETFLTSE. The MHC is HLA-DPA10301-DPB10402 with pseudo-sequence HLA-DPA10301-DPB10402. The binding affinity (normalized) is 0.865.